This data is from Forward reaction prediction with 1.9M reactions from USPTO patents (1976-2016). The task is: Predict the product of the given reaction. (1) Given the reactants [C:1]1(O)[CH:6]=CC=C[CH:2]=1.[CH3:8][CH:9]=[CH2:10].[CH3:11][CH:12]=[CH2:13].[CH3:14][CH:15]=[CH2:16].[CH3:17][CH:18]=[CH2:19].[CH3:20][CH:21]=[CH2:22], predict the reaction product. The product is: [CH3:6][CH:1]=[CH2:2].[CH3:10][CH:9]=[CH2:8].[CH3:13][CH:12]=[CH2:11].[CH3:16][CH:15]=[CH2:14].[CH3:19][CH:18]=[CH2:17].[CH2:20]=[CH:21][CH3:22]. (2) The product is: [CH3:14][C:13]1[N:12]=[CH:11][C:10]([C:15]#[N:16])=[C:9]([NH:17][C:18]2[C:19]([CH3:27])=[C:20]3[C:24](=[CH:25][CH:26]=2)[NH:23][CH:22]=[CH:21]3)[C:8]=1[C:6]1[S:7][C:3]([CH2:1][N:32]2[CH2:33][CH2:34][N:29]([CH3:28])[CH2:30][CH2:31]2)=[CH:4][CH:5]=1. Given the reactants [CH:1]([C:3]1[S:7][C:6]([C:8]2[C:9]([NH:17][C:18]3[C:19]([CH3:27])=[C:20]4[C:24](=[CH:25][CH:26]=3)[NH:23][CH:22]=[CH:21]4)=[C:10]([C:15]#[N:16])[CH:11]=[N:12][C:13]=2[CH3:14])=[CH:5][CH:4]=1)=O.[CH3:28][N:29]1[CH2:34][CH2:33][NH:32][CH2:31][CH2:30]1.C(#N)C, predict the reaction product. (3) Given the reactants [O:1]1[CH2:6][CH2:5][N:4]([CH2:7][CH2:8][O:9][C:10]2[C:18]3[C:13](=[CH:14][CH:15]=[C:16]([NH2:19])[CH:17]=3)[NH:12][N:11]=2)[CH2:3][CH2:2]1.[CH3:20][C:21]1[CH:22]=[CH:23][C:24](S(O)(=O)=O)=[CH:25][CH:26]=1.[CH3:31][N:32]([CH:34]=[O:35])C, predict the reaction product. The product is: [NH2:11][C:10]1[C:22]2[C:21](=[CH:26][CH:25]=[CH:24][CH:23]=2)[C:20]([O:35][C:34]2[CH:2]=[CH:3][N:4]=[C:31]([NH:19][C:16]3[CH:17]=[C:18]4[C:13](=[CH:14][CH:15]=3)[NH:12][N:11]=[C:10]4[O:9][CH2:8][CH2:7][N:4]3[CH2:5][CH2:6][O:1][CH2:2][CH2:3]3)[N:32]=2)=[CH:17][CH:18]=1. (4) Given the reactants [CH3:1][N:2]([C:10]1[C:19]2[C:14](=[CH:15][CH:16]=[CH:17][CH:18]=2)[N:13]=[C:12]([CH3:20])[N:11]=1)[C:3]1[CH:8]=[CH:7][C:6]([NH2:9])=[CH:5][CH:4]=1.[NH:21]([C:23]([O:25][CH3:26])=[O:24])[NH2:22].[C:27](N1C=CN=C1)(N1C=CN=C1)=[O:28], predict the reaction product. The product is: [CH3:1][N:2]([C:10]1[C:19]2[C:14](=[CH:15][CH:16]=[CH:17][CH:18]=2)[N:13]=[C:12]([CH3:20])[N:11]=1)[C:3]1[CH:4]=[CH:5][C:6]([NH:9][C:27]([NH:22][NH:21][C:23]([O:25][CH3:26])=[O:24])=[O:28])=[CH:7][CH:8]=1.